Dataset: Forward reaction prediction with 1.9M reactions from USPTO patents (1976-2016). Task: Predict the product of the given reaction. (1) Given the reactants [CH3:1][N:2]1[CH:6]=[C:5]([C:7]2[NH:26][C:10]3=[N:11][CH:12]=[CH:13][C:14]([C:15]4[C:20]5[CH2:21][O:22]C(=O)[NH:24][C:19]=5[CH:18]=[CH:17][CH:16]=4)=[C:9]3[N:8]=2)[CH:4]=[N:3]1.[OH-].[Na+], predict the reaction product. The product is: [NH2:24][C:19]1[CH:18]=[CH:17][CH:16]=[C:15]([C:14]2[CH:13]=[CH:12][N:11]=[C:10]3[NH:26][C:7]([C:5]4[CH:4]=[N:3][N:2]([CH3:1])[CH:6]=4)=[N:8][C:9]=23)[C:20]=1[CH2:21][OH:22]. (2) Given the reactants [H-].[Na+].[CH2:3](Cl)[C:4]1[CH:9]=[CH:8][CH:7]=[CH:6][CH:5]=1.[NH4+].[Cl-].[CH3:13][C:14]1[CH:15]=[CH:16][C:17](S(O)(=O)=O)=[CH:18][CH:19]=1.[OH2:24].[CH3:25]O.[CH2:27]1[CH2:31][O:30][CH2:29][CH2:28]1, predict the reaction product. The product is: [CH2:3]([O:30][C@@H:31]([CH2:27][CH2:28][CH2:29][CH2:19][CH2:18][CH2:17][CH2:16][CH2:15][CH2:14][CH3:13])[CH2:25][OH:24])[C:4]1[CH:9]=[CH:8][CH:7]=[CH:6][CH:5]=1. (3) The product is: [C:10]([O:14][C:15]([N:17]1[CH2:22][C@H:21]([CH2:23][N:40]2[CH:44]=[CH:43][CH:42]=[N:41]2)[N:20]([CH2:25][C:26]2[CH:31]=[CH:30][CH:29]=[CH:28][CH:27]=2)[CH2:19][C@H:18]1[CH3:32])=[O:16])([CH3:13])([CH3:12])[CH3:11]. Given the reactants CS(OS(C)(=O)=O)(=O)=O.[C:10]([O:14][C:15]([N:17]1[CH2:22][C@H:21]([CH2:23]O)[N:20]([CH2:25][C:26]2[CH:31]=[CH:30][CH:29]=[CH:28][CH:27]=2)[CH2:19][C@H:18]1[CH3:32])=[O:16])([CH3:13])([CH3:12])[CH3:11].C(N(CC)CC)C.[NH:40]1[CH:44]=[CH:43][CH:42]=[N:41]1, predict the reaction product. (4) Given the reactants [CH3:1][O:2][C:3](=[O:13])[C:4]1[CH:12]=[CH:11][C:7]([C:8]([O-:10])=O)=[CH:6][CH:5]=1.C(N1C=CN=C1)(N1C=CN=C1)=O.[NH2:26][C:27]([CH3:31])([CH3:30])[CH2:28][OH:29].CCCCCCC, predict the reaction product. The product is: [OH:29][CH2:28][C:27]([NH:26][C:8]([C:7]1[CH:6]=[CH:5][C:4]([C:3]([O:2][CH3:1])=[O:13])=[CH:12][CH:11]=1)=[O:10])([CH3:31])[CH3:30]. (5) Given the reactants [Si:1]([O:8][C@H:9]([C@H:26]([O:42][Si:43]([C:46]([CH3:49])([CH3:48])[CH3:47])([CH3:45])[CH3:44])[C:27](=[O:41])[NH:28][CH2:29][CH2:30][C:31]([O:33]CC1C=CC=CC=1)=[O:32])[C:10](=[O:25])[NH:11][CH2:12][CH2:13][NH:14]C(=O)OCC1C=CC=CC=1)([C:4]([CH3:7])([CH3:6])[CH3:5])([CH3:3])[CH3:2], predict the reaction product. The product is: [NH2:14][CH2:13][CH2:12][NH:11][C:10](=[O:25])[C@H:9]([O:8][Si:1]([C:4]([CH3:7])([CH3:6])[CH3:5])([CH3:3])[CH3:2])[C@H:26]([O:42][Si:43]([C:46]([CH3:47])([CH3:48])[CH3:49])([CH3:44])[CH3:45])[C:27]([NH:28][CH2:29][CH2:30][C:31]([OH:33])=[O:32])=[O:41].